Dataset: Peptide-MHC class II binding affinity with 134,281 pairs from IEDB. Task: Regression. Given a peptide amino acid sequence and an MHC pseudo amino acid sequence, predict their binding affinity value. This is MHC class II binding data. (1) The peptide sequence is AAVPAVGAAAGAPAA. The MHC is DRB1_0301 with pseudo-sequence DRB1_0301. The binding affinity (normalized) is 0.0298. (2) The MHC is H-2-IEd with pseudo-sequence H-2-IEd. The binding affinity (normalized) is 0. The peptide sequence is VNACGINCSALLQDDIT. (3) The peptide sequence is KNPVVDGNPTVDIEE. The MHC is DRB3_0202 with pseudo-sequence DRB3_0202. The binding affinity (normalized) is 0.